From a dataset of Full USPTO retrosynthesis dataset with 1.9M reactions from patents (1976-2016). Predict the reactants needed to synthesize the given product. (1) The reactants are: [CH2:1]([NH2:4])[CH2:2][NH2:3].[C:5]([O:9][C:10](O[C:10]([O:9][C:5]([CH3:8])([CH3:7])[CH3:6])=[O:11])=[O:11])([CH3:8])([CH3:7])[CH3:6].O. Given the product [C:5]([O:9][C:10]([NH:3][CH2:2][CH2:1][NH2:4])=[O:11])([CH3:8])([CH3:7])[CH3:6], predict the reactants needed to synthesize it. (2) The reactants are: Br[CH:2]([C:7](=O)[CH3:8])[C:3]([O:5][CH3:6])=[O:4].[I:10][C:11]1[N:16]=[N:15][C:14]([NH2:17])=[CH:13][CH:12]=1. Given the product [I:10][C:11]1[CH:12]=[CH:13][C:14]2[N:15]([C:2]([C:3]([O:5][CH3:6])=[O:4])=[C:7]([CH3:8])[N:17]=2)[N:16]=1, predict the reactants needed to synthesize it. (3) Given the product [CH2:40]([O:39][CH:34]([O:33][CH2:31][CH3:32])[CH2:35][CH2:36][CH2:37][NH:38][C:10](=[O:12])[C@@H:9]1[CH2:13][CH2:14][CH2:15][N:8]1[C:1]([O:3][C:4]([CH3:5])([CH3:6])[CH3:7])=[O:2])[CH3:41], predict the reactants needed to synthesize it. The reactants are: [C:1]([N:8]1[CH2:15][CH2:14][CH2:13][C@H:9]1[C:10]([OH:12])=O)([O:3][C:4]([CH3:7])([CH3:6])[CH3:5])=[O:2].CCN(CC)CC.ClC(OCC(C)C)=O.[CH2:31]([O:33][CH:34]([O:39][CH2:40][CH3:41])[CH2:35][CH2:36][CH2:37][NH2:38])[CH3:32]. (4) Given the product [Br:1][C:2]1[CH:10]=[CH:9][C:5]([C:6]([NH:22][CH2:11][C:12]2[CH:21]=[CH:20][C:17]([O:18][CH3:19])=[C:14]([O:15][CH3:16])[CH:13]=2)=[O:8])=[CH:4][N:3]=1, predict the reactants needed to synthesize it. The reactants are: [Br:1][C:2]1[CH:10]=[CH:9][C:5]([C:6]([OH:8])=O)=[CH:4][N:3]=1.[CH2:11]([NH2:22])[C:12]1[CH:21]=[CH:20][C:17]([O:18][CH3:19])=[C:14]([O:15][CH3:16])[CH:13]=1.ON1C2C=CC=CC=2N=N1.